Task: Regression. Given a peptide amino acid sequence and an MHC pseudo amino acid sequence, predict their binding affinity value. This is MHC class I binding data.. Dataset: Peptide-MHC class I binding affinity with 185,985 pairs from IEDB/IMGT (1) The peptide sequence is GLTTHCTKLR. The MHC is HLA-A03:01 with pseudo-sequence HLA-A03:01. The binding affinity (normalized) is 0.210. (2) The binding affinity (normalized) is 0.549. The peptide sequence is KVQEWYLSY. The MHC is HLA-A03:01 with pseudo-sequence HLA-A03:01. (3) The peptide sequence is ETDVMTRGQ. The MHC is HLA-A26:01 with pseudo-sequence HLA-A26:01. The binding affinity (normalized) is 0.0847. (4) The peptide sequence is YKVASAGISY. The MHC is HLA-B15:01 with pseudo-sequence HLA-B15:01. The binding affinity (normalized) is 0.899. (5) The peptide sequence is LNAWGCAFR. The MHC is HLA-A03:01 with pseudo-sequence HLA-A03:01. The binding affinity (normalized) is 0.454. (6) The peptide sequence is LITNYLPSV. The MHC is HLA-A02:01 with pseudo-sequence HLA-A02:01. The binding affinity (normalized) is 0.847. (7) The MHC is HLA-B27:05 with pseudo-sequence HLA-B27:05. The peptide sequence is RRLRTLVLA. The binding affinity (normalized) is 0.631.